Dataset: Experimentally validated miRNA-target interactions with 360,000+ pairs, plus equal number of negative samples. Task: Binary Classification. Given a miRNA mature sequence and a target amino acid sequence, predict their likelihood of interaction. (1) The miRNA is cel-miR-356a with sequence UUGAGCAACGCGAACAAAUCA. The protein sequence of the target gene is MSQLSKNLGDSSPPAEAPKPPVYSRPTVLMRAPPASSRAPPVPWDPPPIDLQASLAAWQAPQPAWEAPQGQLPAPVVPMTQPPALGGPIVPAPPLGGPMGKPPTPGVLMVHPPPPGAPMAQPPTPGVLMVHPSAPGAPMAHPPPPGTPMSHPPPPGTPMAHPPPPGTPMAHPPPPGTPMVHPPPPGTPMAHPPPPGTPMAHPPPPGTPMAHPPPPGTPMAHPPPPGTPMAQPPAPGVLMAQPLTPGVLMVQPAAPGAPMVQPPPAAMMTQPQPSGAPMAKPPGPGVLMIHPPGARAPMTQ.... Result: 0 (no interaction). (2) The miRNA is mmu-miR-3086-5p with sequence UAGAUUGUAGGCCCAUUGGA. The protein sequence of the target gene is MASGRDERPPWRLGRLRLLPPPPLLLLLLLLRSSAQAAHIKKAEATTTTVGGSEAAEGQFDHYYHEAALGEALEAAAAAGPPGLARLFSIGSSVEGRPLWVLRLTAGLGPPPTAAAGLDAAGPLLPGRPQVKLVGNMHGDETVSRQVLVYLARELASGYRRGDPRLVRLLNTTDVYLLPSLNPDGFERAREGDCGLGDSGPPGTSGRDNSRGRDLNRSFPDQFSTGEPPSLDEVPEVRALIDWIRRNKFVLSGNLHGGSVVASYPFDDSPEHKTTGLYSKTSDDEVFRYLAKAYASNHPI.... Result: 0 (no interaction).